Task: Predict the reaction yield, written as a fraction of the theoretical maximum amount of product (1.0 means a 100% yield; for example, 0.34 means a 34% yield).. Dataset: Reaction yield outcomes from USPTO patents with 853,638 reactions (1) The reactants are [Cl:1][C:2]1[CH:3]=[C:4]([C:8]2[CH:13]=[C:12]([CH3:14])[C:11]([C:15]3[C:19](=[O:20])[CH2:18][CH:17]([CH2:21][CH2:22][NH:23][C:24]([C:26]4[CH:31]=[CH:30][CH:29]=[CH:28][N:27]=4)=[O:25])[C:16]=3[O:32]C)=[C:10]([CH3:34])[CH:9]=2)[CH:5]=[CH:6][CH:7]=1.N1CCOCC1. No catalyst specified. The product is [Cl:1][C:2]1[CH:3]=[C:4]([C:8]2[CH:9]=[C:10]([CH3:34])[C:11]([CH:15]3[C:19](=[O:20])[CH2:18][CH:17]([CH2:21][CH2:22][NH:23][C:24]([C:26]4[CH:31]=[CH:30][CH:29]=[CH:28][N:27]=4)=[O:25])[C:16]3=[O:32])=[C:12]([CH3:14])[CH:13]=2)[CH:5]=[CH:6][CH:7]=1. The yield is 0.930. (2) The reactants are [Cl:1][C:2]1[CH:3]=[C:4]([CH:8]([OH:19])[CH2:9][O:10][C:11]2[CH:18]=[CH:17][C:14]([CH:15]=O)=[CH:13][CH:12]=2)[CH:5]=[CH:6][CH:7]=1.[S:20]1[CH2:24][C:23](=[O:25])[NH:22][C:21]1=[O:26].N1CCCCC1. The catalyst is CCO. The product is [Cl:1][C:2]1[CH:3]=[C:4]([CH:8]([OH:19])[CH2:9][O:10][C:11]2[CH:18]=[CH:17][C:14]([CH:15]=[C:24]3[S:20][C:21](=[O:26])[NH:22][C:23]3=[O:25])=[CH:13][CH:12]=2)[CH:5]=[CH:6][CH:7]=1. The yield is 0.890. (3) The reactants are C[Si]([C:5]#[N:6])(C)C.[C:7]1(=[N:11][S:12]([C:14]([CH3:17])([CH3:16])[CH3:15])=[O:13])[CH2:10][CH2:9][CH2:8]1. The catalyst is C(Cl)Cl.CCOC(C)=O.[O-]CC.[Ti+4].[O-]CC.[O-]CC.[O-]CC. The product is [C:5]([C:7]1([NH:11][S:12]([C:14]([CH3:17])([CH3:16])[CH3:15])=[O:13])[CH2:8][CH2:9][CH2:10]1)#[N:6]. The yield is 0.850. (4) The reactants are [BH4-].[Na+].[CH2:3](COC)[O:4]C.[F:9][C:10]1[C:18]([F:19])=[C:17](C(O)=O)[C:16]([F:23])=[C:15]([F:24])[C:11]=1[C:12]([OH:14])=O.Cl. The catalyst is O.C1(C)C=CC=CC=1. The product is [F:24][C:15]1([CH2:3][OH:4])[C:16]([F:23])=[CH:17][C:18]([F:19])=[C:10]([F:9])[CH:11]1[CH2:12][OH:14]. The yield is 0.950. (5) The reactants are [N-:1]=[N+:2]=[N-:3].[Na+].Cl.C(N(CC)CC)C.[F:13][C:14]([F:52])([F:51])[C:15]1[CH:16]=[C:17]([CH:44]=[C:45]([C:47]([F:50])([F:49])[F:48])[CH:46]=1)[CH2:18][N:19]([C:42]#[N:43])[CH:20]1[CH2:26][CH2:25][CH2:24][N:23]([C:27]([O:29][CH:30]([CH3:32])[CH3:31])=[O:28])[C:22]2[C:33]([CH3:41])=[C:34]([C:37]([F:40])([F:39])[F:38])[CH:35]=[CH:36][C:21]1=2.Cl. The catalyst is C1(C)C=CC=CC=1.ClCCl. The product is [F:50][C:47]([F:48])([F:49])[C:45]1[CH:44]=[C:17]([CH:16]=[C:15]([C:14]([F:52])([F:51])[F:13])[CH:46]=1)[CH2:18][N:19]([C:42]1[NH:43][N:3]=[N:2][N:1]=1)[CH:20]1[CH2:26][CH2:25][CH2:24][N:23]([C:27]([O:29][CH:30]([CH3:32])[CH3:31])=[O:28])[C:22]2[C:33]([CH3:41])=[C:34]([C:37]([F:38])([F:39])[F:40])[CH:35]=[CH:36][C:21]1=2. The yield is 0.890. (6) The catalyst is C1COCC1. The product is [N+:1]([C:4]1[CH:5]=[N:6][N:7]([CH2:30][O:29][CH2:28][CH2:27][Si:24]([CH3:26])([CH3:25])[CH3:23])[CH:8]=1)([O-:3])=[O:2]. The yield is 0.210. The reactants are [N+:1]([C:4]1[CH:5]=[N:6][NH:7][CH:8]=1)([O-:3])=[O:2].C1(N(C)C2CCCCC2)CCCCC1.[CH3:23][Si:24]([CH2:27][CH2:28][O:29][CH2:30]Cl)([CH3:26])[CH3:25]. (7) The product is [P:17]([O:13][C:8]1[CH:9]=[C:10]2[C:5](=[CH:6][CH:7]=1)[N:4]=[C:3]([C:1]#[N:2])[CH:12]=[CH:11]2)([O:19][CH2:20][CH3:21])([O:16][CH2:15][CH3:14])=[O:18]. The catalyst is C(Cl)Cl. The reactants are [C:1]([C:3]1[CH:12]=[CH:11][C:10]2[C:5](=[CH:6][CH:7]=[C:8]([OH:13])[CH:9]=2)[N:4]=1)#[N:2].[CH3:14][CH2:15][O:16][P:17](Cl)([O:19][CH2:20][CH3:21])=[O:18].C(N(CC)CC)C. The yield is 0.910. (8) The reactants are [N:1]1[C:10]2[C:5](=[CH:6][CH:7]=[CH:8][CH:9]=2)[CH:4]=[CH:3][C:2]=1[CH2:11][O:12][C:13]1[CH:18]=[CH:17][C:16]([CH2:19][C:20]([O:22]CC)=[O:21])=[CH:15][CH:14]=1.[OH-].[K+]. The catalyst is C(O)C.O. The product is [N:1]1[C:10]2[C:5](=[CH:6][CH:7]=[CH:8][CH:9]=2)[CH:4]=[CH:3][C:2]=1[CH2:11][O:12][C:13]1[CH:14]=[CH:15][C:16]([CH2:19][C:20]([OH:22])=[O:21])=[CH:17][CH:18]=1. The yield is 0.950.